This data is from Full USPTO retrosynthesis dataset with 1.9M reactions from patents (1976-2016). The task is: Predict the reactants needed to synthesize the given product. (1) The reactants are: [C:1]([N:5]1[C:9](=[O:10])[C:8](Cl)=[C:7]([C:12]2[CH:17]=[CH:16][CH:15]=[CH:14][CH:13]=2)[S:6]1(=[O:19])=[O:18])([CH3:4])([CH3:3])[CH3:2].Cl.[CH2:21]([O:28][C:29]1[CH:35]=[CH:34][C:32]([NH2:33])=[CH:31][CH:30]=1)[C:22]1[CH:27]=[CH:26][CH:25]=[CH:24][CH:23]=1. Given the product [CH2:21]([O:28][C:29]1[CH:30]=[CH:31][C:32]([NH:33][C:8]2[C:9](=[O:10])[N:5]([C:1]([CH3:4])([CH3:3])[CH3:2])[S:6](=[O:19])(=[O:18])[C:7]=2[C:12]2[CH:17]=[CH:16][CH:15]=[CH:14][CH:13]=2)=[CH:34][CH:35]=1)[C:22]1[CH:23]=[CH:24][CH:25]=[CH:26][CH:27]=1, predict the reactants needed to synthesize it. (2) Given the product [CH2:29]([N:1]([CH2:26][CH3:27])[C:2]1[C:7]2[N:8]([CH2:22][CH2:23][CH2:24][OH:25])[C:9]([NH:11][C:12]3[C:13]([O:20][CH3:21])=[N:14][C:15]([O:18][CH3:19])=[N:16][CH:17]=3)=[N:10][C:6]=2[CH:5]=[CH:4][CH:3]=1)[CH3:30], predict the reactants needed to synthesize it. The reactants are: [NH2:1][C:2]1[C:7]2[N:8]([CH2:22][CH2:23][CH2:24][OH:25])[C:9]([NH:11][C:12]3[C:13]([O:20][CH3:21])=[N:14][C:15]([O:18][CH3:19])=[N:16][CH:17]=3)=[N:10][C:6]=2[CH:5]=[CH:4][CH:3]=1.[CH:26](=O)[CH3:27].[C:29](O)(=O)[CH3:30].C(O[BH-](OC(=O)C)OC(=O)C)(=O)C.[Na+].C(=O)(O)[O-].[Na+]. (3) Given the product [C:22]([C:23]1[CH:24]=[C:25]2[CH2:31][C@:30]3([CH:36]4[CH2:35][CH2:34][N:33]([CH2:38][CH2:37]4)[CH2:32]3)[O:29][C:26]2=[N:27][CH:28]=1)#[CH:21], predict the reactants needed to synthesize it. The reactants are: [F-].C([N+](CCCC)(CCCC)CCCC)CCC.C[Si](C)(C)[C:21]#[C:22][C:23]1[CH:24]=[C:25]2[CH2:31][C@:30]3([CH:36]4[CH2:37][CH2:38][N:33]([CH2:34][CH2:35]4)[CH2:32]3)[O:29][C:26]2=[N:27][CH:28]=1. (4) Given the product [F:9][C:7]1[CH:8]=[C:3]([CH:4]=[C:5]([CH:10]2[CH2:15][C:14]3[N:16]=[C:17]([C:18]4[CH:23]=[CH:22][CH:21]=[CH:20][N:19]=4)[O:24][C:13]=3[CH2:12][CH2:11]2)[CH:6]=1)[C:1]#[N:2], predict the reactants needed to synthesize it. The reactants are: [C:1]([C:3]1[CH:4]=[C:5]([CH:10]2[CH2:15][CH:14]([NH:16][C:17](=[O:24])[C:18]3[CH:23]=[CH:22][CH:21]=[CH:20][N:19]=3)[C:13](=O)[CH2:12][CH2:11]2)[CH:6]=[C:7]([F:9])[CH:8]=1)#[N:2].CC[N+](S(N=C(OC)[O-])(=O)=O)(CC)CC. (5) Given the product [N:2]1[CH:7]=[CH:6][CH:5]=[CH:4][C:3]=1[N:8]([CH2:33][CH2:34][C:35]([OH:37])=[O:36])[C:9]([C:11]1[CH:32]=[CH:31][C:14]2[N:15]([CH3:30])[C:16]([CH2:18][N:19]([C:21]3[CH:26]=[CH:25][C:24]([C:27](=[NH:28])[NH2:29])=[CH:23][CH:22]=3)[CH3:20])=[N:17][C:13]=2[CH:12]=1)=[O:10], predict the reactants needed to synthesize it. The reactants are: Cl.[N:2]1[CH:7]=[CH:6][CH:5]=[CH:4][C:3]=1[N:8]([CH2:33][CH2:34][C:35]([O:37]CC)=[O:36])[C:9]([C:11]1[CH:32]=[CH:31][C:14]2[N:15]([CH3:30])[C:16]([CH2:18][N:19]([C:21]3[CH:26]=[CH:25][C:24]([C:27](=[NH:29])[NH2:28])=[CH:23][CH:22]=3)[CH3:20])=[N:17][C:13]=2[CH:12]=1)=[O:10].[OH-].[Na+]. (6) Given the product [F:1][C:2]1[C:3]([N:23]2[C:24](=[O:33])[C:25]3[C:30](=[CH:29][CH:28]=[CH:27][CH:26]=3)[C:31]2=[O:32])=[CH:4][C:5]([S:9]([N:12]2[C:18]3[CH:19]=[CH:20][CH:21]=[CH:22][C:17]=3[CH2:16][CH2:15][CH2:14][CH2:13]2)(=[O:10])=[O:11])=[C:6]([O:8][CH2:41][CH2:42][O:43][Si:44]([C:47]([CH3:50])([CH3:49])[CH3:48])([CH3:46])[CH3:45])[CH:7]=1, predict the reactants needed to synthesize it. The reactants are: [F:1][C:2]1[C:3]([N:23]2[C:31](=[O:32])[C:30]3[C:25](=[CH:26][CH:27]=[CH:28][CH:29]=3)[C:24]2=[O:33])=[CH:4][C:5]([S:9]([N:12]2[C:18]3[CH:19]=[CH:20][CH:21]=[CH:22][C:17]=3[CH2:16][CH2:15][CH2:14][CH2:13]2)(=[O:11])=[O:10])=[C:6]([OH:8])[CH:7]=1.C(=O)([O-])[O-].[Cs+].[Cs+].Br[CH2:41][CH2:42][O:43][Si:44]([C:47]([CH3:50])([CH3:49])[CH3:48])([CH3:46])[CH3:45].O. (7) Given the product [Br:1][C:2]1[CH:3]=[C:4]([Cl:25])[C:5]([C:8](=[N:23][O:24][CH:33]([CH3:35])[CH3:34])[CH2:9][NH:10][C:11](=[O:22])[C:12]2[CH:17]=[CH:16][CH:15]=[CH:14][C:13]=2[C:18]([F:19])([F:21])[F:20])=[N:6][CH:7]=1, predict the reactants needed to synthesize it. The reactants are: [Br:1][C:2]1[CH:3]=[C:4]([Cl:25])[C:5]([C:8](=[N:23][OH:24])[CH2:9][NH:10][C:11](=[O:22])[C:12]2[CH:17]=[CH:16][CH:15]=[CH:14][C:13]=2[C:18]([F:21])([F:20])[F:19])=[N:6][CH:7]=1.C(=O)([O-])[O-].[K+].[K+].I[CH:33]([CH3:35])[CH3:34].O. (8) Given the product [NH2:4][C:5]1[CH:13]=[CH:12][C:8]([C:9]([O:11][CH3:22])=[O:10])=[C:7]([CH3:14])[CH:6]=1, predict the reactants needed to synthesize it. The reactants are: C([NH:4][C:5]1[CH:13]=[CH:12][C:8]([C:9]([OH:11])=[O:10])=[C:7]([CH3:14])[CH:6]=1)(=O)C.S(=O)(=O)(O)O.[OH-].[Na+].[CH3:22]O. (9) Given the product [CH3:1][C:2]1[C:3]([CH:8]2[CH2:13][CH2:12][CH2:11][CH:10]([C:14]3[C:19]([CH3:20])=[CH:18][CH:17]=[CH:16][N:15]=3)[N:9]2[NH2:21])=[N:4][CH:5]=[CH:6][CH:7]=1, predict the reactants needed to synthesize it. The reactants are: [CH3:1][C:2]1[C:3]([CH:8]2[CH2:13][CH2:12][CH2:11][CH:10]([C:14]3[C:19]([CH3:20])=[CH:18][CH:17]=[CH:16][N:15]=3)[N:9]2[N:21]=O)=[N:4][CH:5]=[CH:6][CH:7]=1.[NH4+].[OH-]. (10) Given the product [Cl:42][C:25]1[CH:24]=[C:23]([NH:22][C:19]2[C:20]3[N:12]([CH2:11][CH2:10][OH:9])[CH:13]=[CH:14][C:15]=3[N:16]=[CH:17][N:18]=2)[CH:41]=[CH:40][C:26]=1[O:27][C:28]1[CH:29]=[C:30]2[C:34](=[CH:35][CH:36]=1)[C:33](=[O:37])[NH:32][C:31]2([CH3:39])[CH3:38], predict the reactants needed to synthesize it. The reactants are: C([O:9][CH2:10][CH2:11][N:12]1[C:20]2[C:19](Cl)=[N:18][CH:17]=[N:16][C:15]=2[CH:14]=[CH:13]1)(=O)C1C=CC=CC=1.[NH2:22][C:23]1[CH:41]=[CH:40][C:26]([O:27][C:28]2[CH:29]=[C:30]3[C:34](=[CH:35][CH:36]=2)[C:33](=[O:37])[NH:32][C:31]3([CH3:39])[CH3:38])=[C:25]([Cl:42])[CH:24]=1.C(=O)([O-])O.[Na+].